From a dataset of Full USPTO retrosynthesis dataset with 1.9M reactions from patents (1976-2016). Predict the reactants needed to synthesize the given product. (1) Given the product [CH2:3]([C:11]1[CH:12]=[CH:13][C:14]([OH:17])=[CH:15][CH:16]=1)[CH2:4][C:5]1[CH:6]=[CH:7][CH:8]=[CH:9][CH:10]=1, predict the reactants needed to synthesize it. The reactants are: [OH-].[K+].[CH2:3]([C:11]1[CH:16]=[CH:15][C:14]([O:17]C(=O)C)=[CH:13][CH:12]=1)[CH2:4][C:5]1[CH:10]=[CH:9][CH:8]=[CH:7][CH:6]=1.O.Cl. (2) Given the product [CH3:24][C:19]1([CH2:20][N:15]2[C:5]3[CH:6]=[CH:7][CH:2]=[CH:3][C:4]=3[CH2:8][O:10][C:16]2=[O:25])[CH2:18][O:17]1, predict the reactants needed to synthesize it. The reactants are: Cl[C:2]1[CH:7]=[CH:6][CH:5]=[C:4]([C:8]([O:10]O)=O)[CH:3]=1.CC(=C)C[N:15]1[C:20]2C=CC=[CH:24][C:19]=2[CH2:18][O:17][C:16]1=[O:25].S([O-])([O-])(=O)=S.[Na+].[Na+].C(=O)([O-])O.[Na+]. (3) Given the product [F:27][C:22]1[CH:23]=[CH:24][CH:25]=[CH:26][C:21]=1[NH:20][C:18](=[O:19])[C:17]1[CH:28]=[CH:29][C:14]([O:13][C:12]2[CH:11]=[CH:10][C:9]([OH:8])=[CH:45][CH:44]=2)=[C:15]([NH:30][C:31]2[C:32]3[CH:40]=[CH:39][C:38]([CH:41]([CH3:42])[CH3:43])=[N:37][C:33]=3[N:34]=[CH:35][N:36]=2)[CH:16]=1.[F:57][C:58]([F:63])([F:62])[C:59]([OH:61])=[O:60], predict the reactants needed to synthesize it. The reactants are: C([O:8][C:9]1[CH:45]=[CH:44][C:12]([O:13][C:14]2[CH:29]=[CH:28][C:17]([C:18]([NH:20][C:21]3[CH:26]=[CH:25][CH:24]=[CH:23][C:22]=3[F:27])=[O:19])=[CH:16][C:15]=2[NH:30][C:31]2[C:32]3[CH:40]=[CH:39][C:38]([CH:41]([CH3:43])[CH3:42])=[N:37][C:33]=3[N:34]=[CH:35][N:36]=2)=[CH:11][CH:10]=1)C1C=CC=CC=1.CC1C(C)=C(C)C(C)=C(C)C=1.[F:57][C:58]([F:63])([F:62])[C:59]([OH:61])=[O:60]. (4) Given the product [F:37][C:35]([F:36])([F:38])[C:27]1[CH:26]=[C:25]([CH:30]=[C:29]([C:31]([F:34])([F:32])[F:33])[CH:28]=1)[CH2:24][N:22]([CH3:23])[C:21](=[O:39])[C:11]1[C:12]([C:14]2[CH:19]=[CH:18][CH:17]=[CH:16][C:15]=2[CH3:20])=[CH:13][C:8]([CH2:5][C:6]#[N:7])=[N:9][CH:10]=1, predict the reactants needed to synthesize it. The reactants are: C(OC(=O)[CH:5]([C:8]1[CH:13]=[C:12]([C:14]2[CH:19]=[CH:18][CH:17]=[CH:16][C:15]=2[CH3:20])[C:11]([C:21](=[O:39])[N:22]([CH2:24][C:25]2[CH:30]=[C:29]([C:31]([F:34])([F:33])[F:32])[CH:28]=[C:27]([C:35]([F:38])([F:37])[F:36])[CH:26]=2)[CH3:23])=[CH:10][N:9]=1)[C:6]#[N:7])C.[Cl-].[Li+]. (5) Given the product [Cl:1][C:2]1[CH:23]=[CH:22][C:5]2[N:6]([CH2:18][C:19]([NH:54][C:53]3[CH:55]=[C:49]([CH:46]([CH3:47])[CH3:48])[CH:50]=[CH:51][C:52]=3[CH3:56])=[O:21])[C:7]([CH2:9][C:10]3[C:11]([Cl:17])=[CH:12][CH:13]=[CH:14][C:15]=3[Cl:16])=[N:8][C:4]=2[CH:3]=1, predict the reactants needed to synthesize it. The reactants are: [Cl:1][C:2]1[CH:23]=[CH:22][C:5]2[N:6]([CH2:18][C:19]([OH:21])=O)[C:7]([CH2:9][C:10]3[C:15]([Cl:16])=[CH:14][CH:13]=[CH:12][C:11]=3[Cl:17])=[N:8][C:4]=2[CH:3]=1.ClC1C=CC2N=C(C3C(Cl)=CC=CC=3Cl)N(CC(O)=O)C=2C=1.[CH:46]([C:49]1[CH:50]=[CH:51][C:52]([CH3:56])=[C:53]([CH:55]=1)[NH2:54])([CH3:48])[CH3:47].CN(C(ON1N=NC2C=CC=NC1=2)=[N+](C)C)C.F[P-](F)(F)(F)(F)F. (6) The reactants are: [Cl:1][C:2]1[N:7]=[C:6]([NH:8][CH:9]2[CH2:11][CH2:10]2)[CH:5]=[CH:4][N:3]=1.[H-].[Na+].[CH3:14][CH:15]([CH3:20])[CH2:16][C:17](Cl)=[O:18]. Given the product [Cl:1][C:2]1[N:7]=[C:6]([N:8]([CH:9]2[CH2:11][CH2:10]2)[C:17](=[O:18])[CH2:16][CH:15]([CH3:20])[CH3:14])[CH:5]=[CH:4][N:3]=1, predict the reactants needed to synthesize it. (7) The reactants are: [CH3:1][N:2]([CH3:25])[C:3](=[O:24])[O:4][CH:5]1[CH2:12][CH:11]2[CH:7]([CH2:8][CH:9]([NH:13][CH2:14][C:15]([N:17]3[CH2:21][CH2:20][CH2:19][CH:18]3[C:22]#[N:23])=[O:16])[CH2:10]2)[CH2:6]1.[ClH:26]. Given the product [ClH:26].[CH3:1][N:2]([CH3:25])[C:3](=[O:24])[O:4][CH:5]1[CH2:12][CH:11]2[CH:7]([CH2:8][CH:9]([NH:13][CH2:14][C:15]([N:17]3[CH2:21][CH2:20][CH2:19][CH:18]3[C:22]#[N:23])=[O:16])[CH2:10]2)[CH2:6]1, predict the reactants needed to synthesize it. (8) Given the product [C:15]([C:3]1[CH:2]=[CH:1][C:13]2[NH:12][C:11]3[C:6]([C:5]=2[CH:4]=1)=[CH:7][C:8]([C:5]([CH3:6])([CH3:13])[CH3:4])=[CH:9][CH:10]=3)([CH3:18])([CH3:17])[CH3:16], predict the reactants needed to synthesize it. The reactants are: [CH:1]1[C:13]2[NH:12][C:11]3[C:6](=[CH:7][CH:8]=[CH:9][CH:10]=3)[C:5]=2[CH:4]=[CH:3][CH:2]=1.Cl[C:15]([CH3:18])([CH3:17])[CH3:16].O.